This data is from NCI-60 drug combinations with 297,098 pairs across 59 cell lines. The task is: Regression. Given two drug SMILES strings and cell line genomic features, predict the synergy score measuring deviation from expected non-interaction effect. (1) Drug 1: CS(=O)(=O)C1=CC(=C(C=C1)C(=O)NC2=CC(=C(C=C2)Cl)C3=CC=CC=N3)Cl. Drug 2: CCCCC(=O)OCC(=O)C1(CC(C2=C(C1)C(=C3C(=C2O)C(=O)C4=C(C3=O)C=CC=C4OC)O)OC5CC(C(C(O5)C)O)NC(=O)C(F)(F)F)O. Cell line: IGROV1. Synergy scores: CSS=5.98, Synergy_ZIP=-1.05, Synergy_Bliss=2.17, Synergy_Loewe=0.976, Synergy_HSA=2.06. (2) Drug 1: CN(C)N=NC1=C(NC=N1)C(=O)N. Drug 2: CC1=CC=C(C=C1)C2=CC(=NN2C3=CC=C(C=C3)S(=O)(=O)N)C(F)(F)F. Cell line: SK-MEL-5. Synergy scores: CSS=8.86, Synergy_ZIP=-1.60, Synergy_Bliss=0.0912, Synergy_Loewe=-5.78, Synergy_HSA=-3.48. (3) Drug 1: C1=NC2=C(N1)C(=S)N=CN2. Drug 2: CC1=C(C(=O)C2=C(C1=O)N3CC4C(C3(C2COC(=O)N)OC)N4)N. Cell line: M14. Synergy scores: CSS=46.7, Synergy_ZIP=-3.92, Synergy_Bliss=-3.62, Synergy_Loewe=-3.10, Synergy_HSA=2.05. (4) Drug 1: CS(=O)(=O)OCCCCOS(=O)(=O)C. Drug 2: B(C(CC(C)C)NC(=O)C(CC1=CC=CC=C1)NC(=O)C2=NC=CN=C2)(O)O. Cell line: PC-3. Synergy scores: CSS=37.4, Synergy_ZIP=-2.17, Synergy_Bliss=-0.0422, Synergy_Loewe=-22.7, Synergy_HSA=-0.0144. (5) Drug 1: CC1C(C(CC(O1)OC2CC(CC3=C2C(=C4C(=C3O)C(=O)C5=C(C4=O)C(=CC=C5)OC)O)(C(=O)C)O)N)O.Cl. Drug 2: C1CN1P(=S)(N2CC2)N3CC3. Cell line: CAKI-1. Synergy scores: CSS=26.4, Synergy_ZIP=-10.9, Synergy_Bliss=-7.19, Synergy_Loewe=-33.9, Synergy_HSA=-3.28. (6) Drug 1: C1=NC2=C(N=C(N=C2N1C3C(C(C(O3)CO)O)F)Cl)N. Drug 2: COCCOC1=C(C=C2C(=C1)C(=NC=N2)NC3=CC=CC(=C3)C#C)OCCOC.Cl. Cell line: 786-0. Synergy scores: CSS=9.07, Synergy_ZIP=-3.45, Synergy_Bliss=-0.0803, Synergy_Loewe=0.147, Synergy_HSA=0.931. (7) Drug 1: CC1C(C(CC(O1)OC2CC(CC3=C2C(=C4C(=C3O)C(=O)C5=C(C4=O)C(=CC=C5)OC)O)(C(=O)C)O)N)O.Cl. Drug 2: CC1C(C(CC(O1)OC2CC(CC3=C2C(=C4C(=C3O)C(=O)C5=C(C4=O)C(=CC=C5)OC)O)(C(=O)CO)O)N)O.Cl. Cell line: LOX IMVI. Synergy scores: CSS=54.5, Synergy_ZIP=-2.83, Synergy_Bliss=-1.54, Synergy_Loewe=-1.57, Synergy_HSA=1.36. (8) Drug 1: CC12CCC3C(C1CCC2=O)CC(=C)C4=CC(=O)C=CC34C. Drug 2: CC1OCC2C(O1)C(C(C(O2)OC3C4COC(=O)C4C(C5=CC6=C(C=C35)OCO6)C7=CC(=C(C(=C7)OC)O)OC)O)O. Cell line: RPMI-8226. Synergy scores: CSS=61.4, Synergy_ZIP=2.88, Synergy_Bliss=3.57, Synergy_Loewe=4.29, Synergy_HSA=5.60. (9) Drug 1: C1CN1C2=NC(=NC(=N2)N3CC3)N4CC4. Drug 2: CC1=C(N=C(N=C1N)C(CC(=O)N)NCC(C(=O)N)N)C(=O)NC(C(C2=CN=CN2)OC3C(C(C(C(O3)CO)O)O)OC4C(C(C(C(O4)CO)O)OC(=O)N)O)C(=O)NC(C)C(C(C)C(=O)NC(C(C)O)C(=O)NCCC5=NC(=CS5)C6=NC(=CS6)C(=O)NCCC[S+](C)C)O. Cell line: HCT116. Synergy scores: CSS=61.7, Synergy_ZIP=-2.19, Synergy_Bliss=-2.29, Synergy_Loewe=3.72, Synergy_HSA=5.81.